Dataset: Full USPTO retrosynthesis dataset with 1.9M reactions from patents (1976-2016). Task: Predict the reactants needed to synthesize the given product. (1) Given the product [CH3:29][O:28][CH2:27][CH2:26][N:6]([CH2:5][CH2:4][O:3][CH3:2])[C:7]1[N:12]=[C:11]([CH3:13])[NH:10][C:9]2=[C:14]([C:18]3[CH:23]=[CH:22][C:21]([Cl:24])=[CH:20][C:19]=3[Cl:25])[N:15]=[C:16]([CH3:17])[C:8]=12, predict the reactants needed to synthesize it. The reactants are: Cl.[CH3:2][O:3][CH2:4][CH2:5][N:6]([CH2:26][CH2:27][O:28][CH3:29])[C:7]1[N:12]=[C:11]([CH3:13])[NH:10][C:9]2=[C:14]([C:18]3[CH:23]=[CH:22][C:21]([Cl:24])=[CH:20][C:19]=3[Cl:25])[N:15]=[C:16]([CH3:17])[C:8]=12.COCCNCCOC. (2) Given the product [CH2:13]([O:20][C:21]([N:1]1[CH2:4][CH:3]([C:5]([OH:7])=[O:6])[CH2:2]1)=[O:22])[C:14]1[CH:19]=[CH:18][CH:17]=[CH:16][CH:15]=1, predict the reactants needed to synthesize it. The reactants are: [NH:1]1[CH2:4][CH:3]([C:5]([OH:7])=[O:6])[CH2:2]1.C([O-])(O)=O.[Na+].[CH2:13]([O:20][C:21](Cl)=[O:22])[C:14]1[CH:19]=[CH:18][CH:17]=[CH:16][CH:15]=1.